From a dataset of Catalyst prediction with 721,799 reactions and 888 catalyst types from USPTO. Predict which catalyst facilitates the given reaction. (1) Reactant: [Cl-].[CH3:2][O:3][CH2:4][P+](C1C=CC=CC=1)(C1C=CC=CC=1)C1C=CC=CC=1.C[Si]([N-][Si](C)(C)C)(C)C.[K+].C1(C)C=CC=CC=1.[CH:41]([C:43]1[CH:57]=[CH:56][C:46]([O:47][C:48]2[CH:55]=[CH:54][C:51]([C:52]#[N:53])=[CH:50][N:49]=2)=[C:45]([CH3:58])[CH:44]=1)=O. Product: [CH3:2][O:3][CH:4]=[CH:41][C:43]1[CH:57]=[CH:56][C:46]([O:47][C:48]2[CH:55]=[CH:54][C:51]([C:52]#[N:53])=[CH:50][N:49]=2)=[C:45]([CH3:58])[CH:44]=1. The catalyst class is: 1. (2) Reactant: [CH2:1]([C:3]1[CH:8]=[CH:7][C:6]([N+:9]([O-:11])=[O:10])=[CH:5][CH:4]=1)[CH3:2].[Br:12]NC(=O)CCC(N)=O. Product: [Br:12][CH:1]([C:3]1[CH:4]=[CH:5][C:6]([N+:9]([O-:11])=[O:10])=[CH:7][CH:8]=1)[CH3:2]. The catalyst class is: 340.